From a dataset of Catalyst prediction with 721,799 reactions and 888 catalyst types from USPTO. Predict which catalyst facilitates the given reaction. Reactant: [Cl:1][C:2]1[CH:3]=[C:4]([C:8]2[N:13]=[C:12]3[CH2:14][CH2:15][CH2:16][C:11]3=[C:10]([CH2:17][C:18]3[CH:23]=[CH:22][C:21]([C:24]([CH3:29])([CH3:28])[C:25]([OH:27])=O)=[CH:20][CH:19]=3)[CH:9]=2)[CH:5]=[CH:6][CH:7]=1.C(Cl)(=O)C(Cl)=O.[NH3:36].CO. Product: [Cl:1][C:2]1[CH:3]=[C:4]([C:8]2[N:13]=[C:12]3[CH2:14][CH2:15][CH2:16][C:11]3=[C:10]([CH2:17][C:18]3[CH:19]=[CH:20][C:21]([C:24]([CH3:28])([CH3:29])[C:25]([NH2:36])=[O:27])=[CH:22][CH:23]=3)[CH:9]=2)[CH:5]=[CH:6][CH:7]=1. The catalyst class is: 139.